Task: Predict the product of the given reaction.. Dataset: Forward reaction prediction with 1.9M reactions from USPTO patents (1976-2016) (1) Given the reactants [CH3:1][N:2]1[C:7](=[O:8])[C:6]([C:9]2[C:14]([CH2:15][CH3:16])=[CH:13][C:12]([CH2:17][CH3:18])=[CH:11][C:10]=2[CH2:19][CH3:20])=[C:5]([O:21][CH2:22]SC)[C:4]([CH3:25])=[N:3]1.S(Cl)([Cl:29])(=O)=O, predict the reaction product. The product is: [Cl:29][CH2:22][O:21][C:5]1[C:4]([CH3:25])=[N:3][N:2]([CH3:1])[C:7](=[O:8])[C:6]=1[C:9]1[C:14]([CH2:15][CH3:16])=[CH:13][C:12]([CH2:17][CH3:18])=[CH:11][C:10]=1[CH2:19][CH3:20]. (2) The product is: [CH2:28]([N:24]([CH2:17][C:18]1[CH:23]=[CH:22][CH:21]=[CH:20][CH:19]=1)[CH2:25][CH2:26][N:6]1[C:5]2[CH:13]=[C:14]([C:15]#[N:16])[C:2]([F:1])=[CH:3][C:4]=2[O:9][C:8]([CH3:11])([CH3:10])[C:7]1=[O:12])[C:29]1[CH:34]=[CH:33][CH:32]=[CH:31][CH:30]=1. Given the reactants [F:1][C:2]1[C:14]([C:15]#[N:16])=[CH:13][C:5]2[NH:6][C:7](=[O:12])[C:8]([CH3:11])([CH3:10])[O:9][C:4]=2[CH:3]=1.[CH2:17]([N:24]([CH2:28][C:29]1[CH:34]=[CH:33][CH:32]=[CH:31][CH:30]=1)[CH2:25][CH2:26]Br)[C:18]1[CH:23]=[CH:22][CH:21]=[CH:20][CH:19]=1, predict the reaction product. (3) The product is: [O:1]1[C:5]2[CH:6]=[CH:7][CH:8]=[C:9]([NH:10][C:11]3[C:20]4[C:15](=[C:16]([CH3:27])[CH:17]=[C:18]([S:21]([CH2:24][CH2:25][O:26][CH3:33])(=[O:22])=[O:23])[CH:19]=4)[N:14]=[CH:13][C:12]=3[C:28]([NH2:30])=[O:29])[C:4]=2[CH2:3][CH2:2]1. Given the reactants [O:1]1[C:5]2[CH:6]=[CH:7][CH:8]=[C:9]([NH:10][C:11]3[C:20]4[C:15](=[C:16]([CH3:27])[CH:17]=[C:18]([S:21]([CH2:24][CH2:25][OH:26])(=[O:23])=[O:22])[CH:19]=4)[N:14]=[CH:13][C:12]=3[C:28]([NH2:30])=[O:29])[C:4]=2[CH2:3][CH2:2]1.[H-].[Na+].[CH3:33]I, predict the reaction product.